From a dataset of Peptide-MHC class I binding affinity with 185,985 pairs from IEDB/IMGT. Regression. Given a peptide amino acid sequence and an MHC pseudo amino acid sequence, predict their binding affinity value. This is MHC class I binding data. (1) The peptide sequence is FPAIFSAEVL. The MHC is HLA-B35:01 with pseudo-sequence HLA-B35:01. The binding affinity (normalized) is 0.628. (2) The peptide sequence is FVFVILARL. The MHC is HLA-A02:01 with pseudo-sequence HLA-A02:01. The binding affinity (normalized) is 0.392. (3) The peptide sequence is YRYLCLIQ. The MHC is Mamu-B03 with pseudo-sequence Mamu-B03. The binding affinity (normalized) is 0.147. (4) The peptide sequence is IVAQGIAAL. The MHC is HLA-B15:17 with pseudo-sequence HLA-B15:17. The binding affinity (normalized) is 0.643. (5) The peptide sequence is MPASWVMRI. The MHC is HLA-A02:01 with pseudo-sequence HLA-A02:01. The binding affinity (normalized) is 0.139. (6) The peptide sequence is GEAVMRMG. The MHC is HLA-B18:01 with pseudo-sequence HLA-B18:01. The binding affinity (normalized) is 0.469.